This data is from Reaction yield outcomes from USPTO patents with 853,638 reactions. The task is: Predict the reaction yield, written as a fraction of the theoretical maximum amount of product (1.0 means a 100% yield; for example, 0.34 means a 34% yield). (1) The reactants are Br[CH2:2][C:3]1[C:8]([CH3:9])=[C:7]([Cl:10])[N:6]=[N:5][C:4]=1[Cl:11].[CH2:12]([NH2:19])[C:13]1[CH:18]=[CH:17][CH:16]=[CH:15][CH:14]=1. The catalyst is CN(C=O)C.C(Cl)Cl. The product is [CH2:12]([NH:19][CH2:2][C:3]1[C:8]([CH3:9])=[C:7]([Cl:10])[N:6]=[N:5][C:4]=1[Cl:11])[C:13]1[CH:18]=[CH:17][CH:16]=[CH:15][CH:14]=1. The yield is 0.540. (2) The reactants are [Br:1][C:2]1[CH:3]=[C:4]2[C:12](=[CH:13][CH:14]=1)[NH:11][C:10]1[CH2:9][CH2:8][CH:7]([CH3:15])[CH2:6][C:5]2=1.[H-].[Na+].[C:18]([O:22][C:23](O[C:23]([O:22][C:18]([CH3:21])([CH3:20])[CH3:19])=[O:24])=[O:24])([CH3:21])([CH3:20])[CH3:19]. The catalyst is C1COCC1. The product is [Br:1][C:2]1[CH:3]=[C:4]2[C:12](=[CH:13][CH:14]=1)[N:11]([C:23]([O:22][C:18]([CH3:21])([CH3:20])[CH3:19])=[O:24])[C:10]1[CH2:9][CH2:8][CH:7]([CH3:15])[CH2:6][C:5]2=1. The yield is 0.860. (3) The yield is 0.0700. The catalyst is CO. The reactants are [CH3:1][C:2]1[CH:7]=[CH:6][C:5]([S:8]([N:11]2[C:15]([C:16]3[CH:21]=[CH:20][CH:19]=[CH:18][CH:17]=3)=[CH:14][C:13]([CH:22]=O)=[CH:12]2)(=[O:10])=[O:9])=[CH:4][CH:3]=1.[Cl-].C[NH3+].[C:27]([BH3-])#[N:28].[Na+].C(=O)([O-])O.[Na+]. The product is [CH3:27][NH:28][CH2:22][C:13]1[CH:14]=[C:15]([C:16]2[CH:17]=[CH:18][CH:19]=[CH:20][CH:21]=2)[N:11]([S:8]([C:5]2[CH:4]=[CH:3][C:2]([CH3:1])=[CH:7][CH:6]=2)(=[O:10])=[O:9])[CH:12]=1. (4) The reactants are [Cl:1][C:2]1[CH:3]=[C:4](/[C:12](=[N:16]\[O:17][CH:18]2[CH2:22][CH2:21][CH2:20][CH2:19]2)/[C:13]([OH:15])=O)[CH:5]=[CH:6][C:7]=1[S:8]([CH3:11])(=[O:10])=[O:9].[CH3:23][C:24]1[S:28][C:27]([NH2:29])=[N:26][N:25]=1.C(N(CC)C(C)C)(C)C. The catalyst is C(Cl)Cl. The product is [Cl:1][C:2]1[CH:3]=[C:4](/[C:12](=[N:16]\[O:17][CH:18]2[CH2:22][CH2:21][CH2:20][CH2:19]2)/[C:13]([NH:29][C:27]2[S:28][C:24]([CH3:23])=[N:25][N:26]=2)=[O:15])[CH:5]=[CH:6][C:7]=1[S:8]([CH3:11])(=[O:9])=[O:10]. The yield is 0.450. (5) The reactants are CC1C=C(N2CCN(CC3C=CC(C(F)(F)F)=CC=3)C2=O)SC=1C(OCC)=O.[CH3:29][C:30]1[N:31]=[C:32]([N:40]2[CH2:44][CH2:43][N:42]([CH2:45][C:46]3[CH:51]=[CH:50][CH:49]=[CH:48][N:47]=3)[C:41]2=[O:52])[S:33][C:34]=1[C:35]([O:37]CC)=[O:36]. No catalyst specified. The product is [CH3:29][C:30]1[N:31]=[C:32]([N:40]2[CH2:44][CH2:43][N:42]([CH2:45][C:46]3[CH:51]=[CH:50][CH:49]=[CH:48][N:47]=3)[C:41]2=[O:52])[S:33][C:34]=1[C:35]([OH:37])=[O:36]. The yield is 0.970. (6) The reactants are [CH3:1][N:2]1[C:14]2[CH2:13][CH2:12][CH2:11][C:10](=[O:15])[C:9]=2[C:8]2[C:3]1=[CH:4][CH:5]=[CH:6][CH:7]=2.[CH3:16][C:17]1[NH:18][CH:19]=[CH:20][N:21]=1.[CH3:22]N(CN(C)C)C.[Cl-].[Al+3].[Cl-].[Cl-].[OH-].[Na+]. The catalyst is C(#N)C.ClCCl. The product is [CH3:1][N:2]1[C:14]2[CH2:13][CH2:12][CH:11]([CH2:22][N:18]3[CH:19]=[CH:20][N:21]=[C:17]3[CH3:16])[C:10](=[O:15])[C:9]=2[C:8]2[C:3]1=[CH:4][CH:5]=[CH:6][CH:7]=2. The yield is 0.550. (7) The reactants are [CH2:1]([O:4][C:5]([NH:7][C@H:8]([CH2:15][O:16][Si:17]([C:20]([CH3:23])([CH3:22])[CH3:21])([CH3:19])[CH3:18])[CH2:9][C:10]([O:12]CC)=O)=[O:6])[CH:2]=[CH2:3].[C:24]([O:28][CH2:29][CH3:30])(=[O:27])[CH:25]=[CH2:26].[H-].[Na+].Cl.C(O)(=O)C.C([BH3-])#N.[Na+]. The catalyst is C1(C)C=CC=CC=1. The product is [Si:17]([O:16][CH2:15][C@H:8]1[N:7]([C:5]([O:4][CH2:1][CH:2]=[CH2:3])=[O:6])[CH2:26][CH:25]([C:24]([O:28][CH2:29][CH3:30])=[O:27])[CH:10]([OH:12])[CH2:9]1)([C:20]([CH3:21])([CH3:22])[CH3:23])([CH3:18])[CH3:19]. The yield is 0.330.